This data is from Full USPTO retrosynthesis dataset with 1.9M reactions from patents (1976-2016). The task is: Predict the reactants needed to synthesize the given product. (1) Given the product [Cl:51][C:49]1[CH:9]=[CH:14][C:2]([CH2:15][N:17]=[CH:38][CH:39]([F:40])[F:41])=[C:3]([CH:4]=1)[CH2:8][C@@:18]1([C:19]([NH2:21])=[O:20])[CH2:32][CH2:33][CH2:34][N:17]1[C:15]([C:2]1([OH:1])[C:14]2[CH:13]=[CH:12][CH:11]=[CH:10][C:9]=2[C:8]2[C:3]1=[CH:4][CH:5]=[CH:6][CH:7]=2)=[O:16], predict the reactants needed to synthesize it. The reactants are: [OH:1][C:2]1([C:15]([N:17]2[CH2:34][CH2:33][CH2:32][C@H:18]2[C:19]([NH:21]CC2C=C(Cl)C=CC=2CN)=[O:20])=[O:16])[C:14]2[CH:13]=[CH:12][CH:11]=[CH:10][C:9]=2[C:8]2[C:3]1=[CH:4][CH:5]=[CH:6][CH:7]=2.C(O[CH:38](O)[CH:39]([F:41])[F:40])C.[O-]S([O-])(=O)=O.[Mg+2].[CH2:49]([Cl:51])Cl. (2) Given the product [Br:41][C:42]1[CH:47]=[CH:46][C:45]([S:48]([NH:7][CH2:8][C@H:9]2[CH2:10][CH2:11][C@H:12]([CH2:15][NH:16][C:17]3[N:26]=[C:25]([N:27]([CH3:29])[CH3:28])[C:24]4[C:19](=[CH:20][CH:21]=[CH:22][CH:23]=4)[N:18]=3)[CH2:13][CH2:14]2)(=[O:50])=[O:49])=[C:44]([O:52][C:53]([F:55])([F:54])[F:56])[CH:43]=1, predict the reactants needed to synthesize it. The reactants are: C(OC(=O)[NH:7][CH2:8][C@H:9]1[CH2:14][CH2:13][C@H:12]([CH2:15][NH:16][C:17]2[N:26]=[C:25]([N:27]([CH3:29])[CH3:28])[C:24]3[C:19](=[CH:20][CH:21]=[CH:22][CH:23]=3)[N:18]=2)[CH2:11][CH2:10]1)(C)(C)C.Cl.C(N(C(C)C)CC)(C)C.[Br:41][C:42]1[CH:47]=[CH:46][C:45]([S:48](Cl)(=[O:50])=[O:49])=[C:44]([O:52][C:53]([F:56])([F:55])[F:54])[CH:43]=1. (3) The reactants are: [Br:1][C:2]1[CH:7]=[CH:6][C:5]([C:8](=O)[C:9]([F:12])([F:11])[F:10])=[CH:4][CH:3]=1.C1(P(C2C=CC=CC=2)C2C=CC=CC=2)C=CC=CC=1.Cl[C:34]([F:39])([F:38])C([O-])=O.[Na+].[F-:41].[K+]. Given the product [Br:1][C:2]1[CH:7]=[CH:6][C:5]([CH:8]([C:34]([F:39])([F:41])[F:38])[C:9]([F:12])([F:11])[F:10])=[CH:4][CH:3]=1, predict the reactants needed to synthesize it. (4) Given the product [CH3:9][N:10]1[C:18]2[C:13](=[CH:14][C:15]([C:19]3[NH:1][C:2]4[N:6]([N:5]=[CH:4][C:3]=4[C:7]#[N:8])[C:21](=[O:22])[CH:20]=3)=[CH:16][CH:17]=2)[CH:12]=[N:11]1, predict the reactants needed to synthesize it. The reactants are: [NH2:1][C:2]1[NH:6][N:5]=[CH:4][C:3]=1[C:7]#[N:8].[CH3:9][N:10]1[C:18]2[C:13](=[CH:14][C:15]([C:19](=O)[CH2:20][C:21](OCC)=[O:22])=[CH:16][CH:17]=2)[CH:12]=[N:11]1. (5) Given the product [C:1]([O:5][CH:6]([C:11]1[C:12]([C:21]2[CH:22]=[C:23]3[C:28](=[CH:29][CH:30]=2)[O:27][CH2:26][CH2:25][CH2:24]3)=[C:13]2[CH:20]=[CH:19][N:18]([CH2:37][C:36]3[CH:39]=[CH:40][C:33]([O:32][CH3:31])=[C:34]([C:41]([F:42])([F:43])[F:44])[CH:35]=3)[C:14]2=[N:15][C:16]=1[CH3:17])[C:7]([OH:9])=[O:8])([CH3:2])([CH3:3])[CH3:4], predict the reactants needed to synthesize it. The reactants are: [C:1]([O:5][CH:6]([C:11]1[C:12]([C:21]2[CH:22]=[C:23]3[C:28](=[CH:29][CH:30]=2)[O:27][CH2:26][CH2:25][CH2:24]3)=[C:13]2[CH:20]=[CH:19][NH:18][C:14]2=[N:15][C:16]=1[CH3:17])[C:7]([O:9]C)=[O:8])([CH3:4])([CH3:3])[CH3:2].[CH3:31][O:32][C:33]1[CH:40]=[CH:39][C:36]([CH2:37]Br)=[CH:35][C:34]=1[C:41]([F:44])([F:43])[F:42].